Dataset: Forward reaction prediction with 1.9M reactions from USPTO patents (1976-2016). Task: Predict the product of the given reaction. (1) Given the reactants [NH2:1][C:2]1[CH:7]=[CH:6][CH:5]=[CH:4][CH:3]=1.[CH3:8][C:9]([CH3:14])=[CH:10][C:11](Cl)=[O:12], predict the reaction product. The product is: [C:2]1([NH:1][C:11](=[O:12])[CH:10]=[C:9]([CH3:14])[CH3:8])[CH:7]=[CH:6][CH:5]=[CH:4][CH:3]=1. (2) Given the reactants [Br:1][C:2]1[C:10]2[O:9][CH2:8][CH2:7][C:6]=2[CH:5]=[C:4]([S:11]([C:14]2[CH:19]=[CH:18][C:17]([CH3:20])=[CH:16][CH:15]=2)(=[O:13])=[O:12])[CH:3]=1.C1C(=O)N(Br)C(=O)C1.C(OOC(=O)C1C=CC=CC=1)(=O)C1C=CC=CC=1, predict the reaction product. The product is: [Br:1][C:2]1[C:10]2[O:9][CH:8]=[CH:7][C:6]=2[CH:5]=[C:4]([S:11]([C:14]2[CH:19]=[CH:18][C:17]([CH3:20])=[CH:16][CH:15]=2)(=[O:13])=[O:12])[CH:3]=1. (3) Given the reactants [CH2:1]([O:8][C:9]1[CH:10]=[C:11]([C:15]([CH:17]([C:19]2[CH:24]=[CH:23][CH:22]=[C:21]([O:25][CH2:26][C:27]3[CH:32]=[CH:31][CH:30]=[CH:29][CH:28]=3)[CH:20]=2)[OH:18])=[O:16])[CH:12]=[CH:13][CH:14]=1)[C:2]1[CH:7]=[CH:6][CH:5]=[CH:4][CH:3]=1.C(O)=O.CCN(CC)CC, predict the reaction product. The product is: [CH2:1]([O:8][C:9]1[CH:10]=[C:11]([C@@H:15]([C@H:17]([C:19]2[CH:24]=[CH:23][CH:22]=[C:21]([O:25][CH2:26][C:27]3[CH:32]=[CH:31][CH:30]=[CH:29][CH:28]=3)[CH:20]=2)[OH:18])[OH:16])[CH:12]=[CH:13][CH:14]=1)[C:2]1[CH:7]=[CH:6][CH:5]=[CH:4][CH:3]=1. (4) Given the reactants [CH3:1][C:2]1[C:7]([OH:8])=[CH:6][CH:5]=[CH:4][N:3]=1.C(=O)([O-])[O-].[Cs+].[Cs+].Br[C:16]1[CH:17]=[C:18]2[C:22](=[CH:23][CH:24]=1)[CH2:21][C@H:20]([NH:25][S:26]([CH:29]([CH3:31])[CH3:30])(=[O:28])=[O:27])[CH2:19]2.CN(C)CC(O)=O, predict the reaction product. The product is: [CH3:1][C:2]1[C:7]([O:8][C:16]2[CH:17]=[C:18]3[C:22](=[CH:23][CH:24]=2)[CH2:21][C@H:20]([NH:25][S:26]([CH:29]([CH3:31])[CH3:30])(=[O:27])=[O:28])[CH2:19]3)=[CH:6][CH:5]=[CH:4][N:3]=1. (5) Given the reactants [CH2:1]([O:3][C:4]1[N:9]=[C:8]([NH:10][C:11](=[O:19])OC2C=CC=CC=2)[CH:7]=[N:6][CH:5]=1)[CH3:2].[CH3:20][C:21]1[CH:26]=[C:25]([C:27]2[CH:28]=[CH:29][C:30]3[N:36]4[CH2:37][C@H:33]([CH2:34][CH2:35]4)[NH:32][C:31]=3[N:38]=2)[CH:24]=[CH:23][N:22]=1.CO, predict the reaction product. The product is: [CH2:1]([O:3][C:4]1[N:9]=[C:8]([NH:10][C:11]([N:32]2[C@@H:33]3[CH2:37][N:36]([CH2:35][CH2:34]3)[C:30]3[CH:29]=[CH:28][C:27]([C:25]4[CH:24]=[CH:23][N:22]=[C:21]([CH3:20])[CH:26]=4)=[N:38][C:31]2=3)=[O:19])[CH:7]=[N:6][CH:5]=1)[CH3:2]. (6) Given the reactants [CH3:1][C:2]1[CH:7]=[CH:6][N:5]=[CH:4][C:3]=1[N:8]1[CH2:12][CH2:11][NH:10][C:9]1=[O:13].Br[C:15]1[CH:16]=[CH:17][C:18]([F:24])=[C:19]([C:21](=[O:23])[CH3:22])[CH:20]=1.N[C@@H]1CCCC[C@H]1N.P([O-])([O-])([O-])=O.[K+].[K+].[K+], predict the reaction product. The product is: [C:21]([C:19]1[CH:20]=[C:15]([N:10]2[CH2:11][CH2:12][N:8]([C:3]3[CH:4]=[N:5][CH:6]=[CH:7][C:2]=3[CH3:1])[C:9]2=[O:13])[CH:16]=[CH:17][C:18]=1[F:24])(=[O:23])[CH3:22]. (7) Given the reactants [CH3:1][C:2]1[CH:7]=[CH:6][C:5]([C:8]([CH3:10])=[CH2:9])=[CH:4][CH:3]=1.[BH4-].[Na+].B(F)(F)F.CC[O:19]CC.O, predict the reaction product. The product is: [CH3:9][CH:8]([C:5]1[CH:6]=[CH:7][C:2]([CH3:1])=[CH:3][CH:4]=1)[CH2:10][OH:19].